From a dataset of Full USPTO retrosynthesis dataset with 1.9M reactions from patents (1976-2016). Predict the reactants needed to synthesize the given product. (1) Given the product [NH2:1][C:2]1[C:12]([CH3:13])=[CH:11][C:10]([Br:14])=[CH:9][C:3]=1[C:4]([O:6][CH2:7][CH3:8])=[O:5], predict the reactants needed to synthesize it. The reactants are: [NH2:1][C:2]1[C:12]([CH3:13])=[CH:11][CH:10]=[CH:9][C:3]=1[C:4]([O:6][CH2:7][CH3:8])=[O:5].[BrH:14].OO. (2) Given the product [Br:24][C:21]1[CH:20]=[N:19][C:18]([C:14]2[CH:13]=[C:12]([CH:17]=[CH:16][CH:15]=2)[CH2:11][N:8]2[C:6]3=[N:7][C:2]([O:44][C:29]4[CH:28]=[N:27][N:26]([CH3:25])[CH:30]=4)=[CH:3][N:4]=[C:5]3[N:10]=[N:9]2)=[N:23][CH:22]=1, predict the reactants needed to synthesize it. The reactants are: Br[C:2]1[N:7]=[C:6]2[N:8]([CH2:11][C:12]3[CH:17]=[CH:16][CH:15]=[C:14]([C:18]4[N:23]=[CH:22][C:21]([Br:24])=[CH:20][N:19]=4)[CH:13]=3)[N:9]=[N:10][C:5]2=[N:4][CH:3]=1.[CH3:25][N:26]1[CH:30]=[C:29](B2OC(C)(C)C(C)(C)O2)[CH:28]=[N:27]1.O.O.O.P([O-])([O-])([O-])=[O:44].[K+].[K+].[K+].